This data is from CYP1A2 inhibition data for predicting drug metabolism from PubChem BioAssay. The task is: Regression/Classification. Given a drug SMILES string, predict its absorption, distribution, metabolism, or excretion properties. Task type varies by dataset: regression for continuous measurements (e.g., permeability, clearance, half-life) or binary classification for categorical outcomes (e.g., BBB penetration, CYP inhibition). Dataset: cyp1a2_veith. (1) The molecule is Cc1cnn(-c2cc(N/N=C/c3ccccc3F)ncn2)c1. The result is 1 (inhibitor). (2) The molecule is Cc1sc2nc(C3CC3)nc(SCC(=O)N3CC(=O)Nc4ccccc43)c2c1C. The result is 1 (inhibitor).